Dataset: Forward reaction prediction with 1.9M reactions from USPTO patents (1976-2016). Task: Predict the product of the given reaction. Given the reactants Cl[C:2]1[CH:11]=[CH:10][C:9]2[C:4](=[CH:5][CH:6]=[CH:7][CH:8]=2)[N:3]=1.CC1(C)C(C)(C)OB([C:20]2[CH:21]=[CH:22][C:23]([C:26]#[N:27])=[N:24][CH:25]=2)O1, predict the reaction product. The product is: [N:3]1[C:4]2[C:9](=[CH:8][CH:7]=[CH:6][CH:5]=2)[CH:10]=[CH:11][C:2]=1[C:20]1[CH:21]=[CH:22][C:23]([C:26]#[N:27])=[N:24][CH:25]=1.